From a dataset of Full USPTO retrosynthesis dataset with 1.9M reactions from patents (1976-2016). Predict the reactants needed to synthesize the given product. (1) Given the product [CH3:1][O:2][C:3]1[CH:10]=[C:9]([O:11][CH3:12])[CH:8]=[CH:7][C:4]=1[CH2:5][NH:18][C:14]1[S:13][CH:17]=[N:16][N:15]=1, predict the reactants needed to synthesize it. The reactants are: [CH3:1][O:2][C:3]1[CH:10]=[C:9]([O:11][CH3:12])[CH:8]=[CH:7][C:4]=1[CH:5]=O.[S:13]1[CH:17]=[N:16][N:15]=[C:14]1[NH2:18].[BH4-].[Na+].[OH-].[Na+]. (2) Given the product [Cl:1][CH2:2][CH2:3][O:4][C:5]1[CH:6]=[C:7]([CH:28]=[CH:29][CH:30]=1)[CH2:8][N:9]1[C:15]2[CH:16]=[CH:17][C:18]([O:20][CH2:34][O:35][CH3:36])=[CH:19][C:14]=2[O:13][CH2:12][CH:11]([C:21]2[CH:22]=[CH:23][C:24]([O:27][CH2:39][O:40][CH3:41])=[CH:25][CH:26]=2)[CH2:10]1, predict the reactants needed to synthesize it. The reactants are: [Cl:1][CH2:2][CH2:3][O:4][C:5]1[CH:6]=[C:7]([CH:28]=[CH:29][CH:30]=1)[CH2:8][N:9]1[C:15]2[CH:16]=[CH:17][C:18]([OH:20])=[CH:19][C:14]=2[O:13][CH2:12][CH:11]([C:21]2[CH:26]=[CH:25][C:24]([OH:27])=[CH:23][CH:22]=2)[CH2:10]1.[H-].[Na+].Cl[CH2:34][O:35][CH3:36].C1[CH2:41][O:40][CH2:39]C1. (3) Given the product [OH:7][C@@H:8]1[CH2:12][O:11][CH:10]2[C@@H:13]([O:16][CH2:17][C:18]3[CH:19]=[CH:20][C:21]([CH:24]=[CH:25][C:26]4[CH:27]=[CH:28][C:29]([O:32][CH2:33][CH2:34][CH2:35][CH2:36][CH2:37][CH3:38])=[CH:30][CH:31]=4)=[CH:22][CH:23]=3)[CH2:14][O:15][CH:9]12, predict the reactants needed to synthesize it. The reactants are: O1CCCCC1[O:7][C@@H:8]1[CH2:12][O:11][CH:10]2[C@@H:13]([O:16][CH2:17][C:18]3[CH:23]=[CH:22][C:21]([CH:24]=[CH:25][C:26]4[CH:31]=[CH:30][C:29]([O:32][CH2:33][CH2:34][CH2:35][CH2:36][CH2:37][CH3:38])=[CH:28][CH:27]=4)=[CH:20][CH:19]=3)[CH2:14][O:15][CH:9]12.Cl. (4) Given the product [CH3:22][S:23]([O:14][CH2:13][CH:10]1[CH2:11][CH2:12][N:7]([C:5](=[O:6])[NH:4][CH:1]([CH3:3])[CH3:2])[CH2:8][CH2:9]1)(=[O:25])=[O:24], predict the reactants needed to synthesize it. The reactants are: [CH:1]([NH:4][C:5]([N:7]1[CH2:12][CH2:11][CH:10]([CH2:13][OH:14])[CH2:9][CH2:8]1)=[O:6])([CH3:3])[CH3:2].C(N(CC)CC)C.[CH3:22][S:23](Cl)(=[O:25])=[O:24].O. (5) Given the product [CH:1]1([C:4]2[CH:5]=[C:6]([C:23]([OH:25])=[O:24])[C:7](=[O:22])[N:8]3[C:13]=2[C:12]([CH3:14])=[C:11]([C:15]2[CH:20]=[CH:19][C:18]([CH3:21])=[CH:17][CH:16]=2)[CH:10]=[CH:9]3)[CH2:3][CH2:2]1, predict the reactants needed to synthesize it. The reactants are: [CH:1]1([C:4]2[CH:5]=[C:6]([C:23]([O:25]CC)=[O:24])[C:7](=[O:22])[N:8]3[C:13]=2[C:12]([CH3:14])=[C:11]([C:15]2[CH:20]=[CH:19][C:18]([CH3:21])=[CH:17][CH:16]=2)[CH:10]=[CH:9]3)[CH2:3][CH2:2]1.[Li+].[OH-].Cl.C(OCC)(=O)C. (6) Given the product [Cl:31][C:32]1[CH:37]=[C:36]([CH3:38])[CH:35]=[CH:34][C:33]=1[CH:39]([C:41]1[CH:42]=[CH:43][CH:44]=[CH:45][CH:46]=1)[NH:40][C:65](=[O:66])[CH2:64][C:61]1[CH:62]=[CH:63][C:57]2[O:56][C:55]([C:47](=[O:54])[C:48]3[CH:53]=[CH:52][N:51]=[CH:50][CH:49]=3)=[CH:59][C:58]=2[CH:60]=1, predict the reactants needed to synthesize it. The reactants are: C1C=CC2N(O)N=NC=2C=1.CCN=C=NCCCN(C)C.CCN(C(C)C)C(C)C.[Cl:31][C:32]1[CH:37]=[C:36]([CH3:38])[CH:35]=[CH:34][C:33]=1[CH:39]([C:41]1[CH:46]=[CH:45][CH:44]=[CH:43][CH:42]=1)[NH2:40].[C:47]([C:55]1[O:56][C:57]2[CH:63]=[CH:62][C:61]([CH2:64][C:65](O)=[O:66])=[CH:60][C:58]=2[CH:59]=1)(=[O:54])[C:48]1[CH:53]=[CH:52][N:51]=[CH:50][CH:49]=1.